Task: Predict the reaction yield, written as a fraction of the theoretical maximum amount of product (1.0 means a 100% yield; for example, 0.34 means a 34% yield).. Dataset: Reaction yield outcomes from USPTO patents with 853,638 reactions (1) The reactants are [F:1][C:2]([F:11])([F:10])[C:3]1([C:7]([OH:9])=O)[CH2:6][CH2:5][CH2:4]1.[C:12](Cl)(=[O:16])C(Cl)=O.[NH2:18][C:19]1[N:24]=[CH:23][C:22]([O:25][C:26]2[CH:31]=[CH:30][N:29]=[C:28]([C:32]([NH:34][CH3:35])=[O:33])[CH:27]=2)=[CH:21][CH:20]=1.CC[N:38](C(C)C)C(C)C. The catalyst is C(Cl)Cl.CN(C=O)C.O1CCOCC1.CCOC(C)=O.[Ag]OC#N. The product is [CH3:35][NH:34][C:32](=[O:33])[C:28]1[CH:27]=[C:26]([O:25][C:22]2[CH:23]=[N:24][C:19]([NH:18][C:12]([NH:38][C:7]([C:3]3([C:2]([F:1])([F:11])[F:10])[CH2:4][CH2:5][CH2:6]3)=[O:9])=[O:16])=[CH:20][CH:21]=2)[CH:31]=[CH:30][N:29]=1. The yield is 0.720. (2) The reactants are Br[C:2]1[CH:3]=[C:4]2[C:8](=[CH:9][CH:10]=1)[NH:7][N:6]=[C:5]2[C:11]1[CH:16]=[CH:15][C:14]([F:17])=[CH:13][CH:12]=1.[N+:18]([C:21]1[CH:22]=[C:23]([CH:26]=[CH:27][CH:28]=1)[CH:24]=[CH2:25])([O-:20])=[O:19]. No catalyst specified. The product is [N+:18]([C:21]1[CH:22]=[C:23](/[CH:24]=[CH:25]/[C:2]2[CH:3]=[C:4]3[C:8](=[CH:9][CH:10]=2)[NH:7][N:6]=[C:5]3[C:11]2[CH:16]=[CH:15][C:14]([F:17])=[CH:13][CH:12]=2)[CH:26]=[CH:27][CH:28]=1)([O-:20])=[O:19]. The yield is 0.520.